This data is from Forward reaction prediction with 1.9M reactions from USPTO patents (1976-2016). The task is: Predict the product of the given reaction. (1) Given the reactants [C:1]1([C@@H:7]([NH2:9])[CH3:8])[CH:6]=[CH:5][CH:4]=[CH:3][CH:2]=1.[CH3:10][C:11]1([CH3:19])[O:18][CH2:17][CH:16]2[CH:14]([O:15]2)[CH2:13][O:12]1, predict the reaction product. The product is: [CH3:10][C:11]1([CH3:19])[O:18][CH2:17][C@@H:16]([OH:15])[C@H:14]([NH:9][C@H:7]([C:1]2[CH:6]=[CH:5][CH:4]=[CH:3][CH:2]=2)[CH3:8])[CH2:13][O:12]1. (2) Given the reactants [CH3:1][O:2][C:3](=[O:13])[CH2:4][S:5][CH2:6][C:7]1[CH:12]=[CH:11][CH:10]=[CH:9][CH:8]=1.[C:14]1([CH2:20][CH2:21][CH2:22]I)[CH:19]=[CH:18][CH:17]=[CH:16][CH:15]=1, predict the reaction product. The product is: [CH2:6]([S:5][CH:4]([CH2:22][CH2:21][CH2:20][C:14]1[CH:19]=[CH:18][CH:17]=[CH:16][CH:15]=1)[C:3]([O:2][CH3:1])=[O:13])[C:7]1[CH:12]=[CH:11][CH:10]=[CH:9][CH:8]=1.